Dataset: Reaction yield outcomes from USPTO patents with 853,638 reactions. Task: Predict the reaction yield, written as a fraction of the theoretical maximum amount of product (1.0 means a 100% yield; for example, 0.34 means a 34% yield). (1) The reactants are C([O:4][C:5]1[CH:6]=[C:7]2[C:12](=[CH:13][CH:14]=1)[N:11]=[CH:10][CH:9]=[CH:8]2)C=C.[CH3:15][C:16]1C=CC(C)=C[CH:21]=1. No catalyst specified. The product is [CH2:21]([C:6]1[C:5]([OH:4])=[CH:14][CH:13]=[C:12]2[C:7]=1[CH:8]=[CH:9][CH:10]=[N:11]2)[CH:16]=[CH2:15]. The yield is 0.720. (2) The reactants are [Cl:1][C:2]1[CH:3]=[C:4]([CH:10]([C:29]([F:32])([F:31])[F:30])/[CH:11]=[CH:12]/[C:13]2[CH:14]=[C:15]3[C:19](=[CH:20][CH:21]=2)[N:18](C(OC(C)(C)C)=O)[CH:17]=[CH:16]3)[CH:5]=[C:6]([Cl:9])[C:7]=1[F:8].C(O)(C(F)(F)F)=O. The catalyst is C(Cl)Cl. The product is [Cl:9][C:6]1[CH:5]=[C:4]([CH:10]([C:29]([F:30])([F:32])[F:31])/[CH:11]=[CH:12]/[C:13]2[CH:14]=[C:15]3[C:19](=[CH:20][CH:21]=2)[NH:18][CH:17]=[CH:16]3)[CH:3]=[C:2]([Cl:1])[C:7]=1[F:8]. The yield is 0.970. (3) The reactants are [CH3:1][O:2][CH2:3][CH2:4][NH2:5].C([O-])([O-])=O.[K+].[K+].Br[CH2:13][CH:14]([O:17][CH3:18])[O:15][CH3:16]. The catalyst is CN(C=O)C.C(OCC)(=O)C. The product is [CH3:16][O:15][CH:14]([O:17][CH3:18])[CH2:13][NH:5][CH2:4][CH2:3][O:2][CH3:1]. The yield is 0.910. (4) The reactants are [CH3:1][C:2]1([CH3:33])[CH2:8][C:7](=O)[CH2:6][CH2:5][C:4]([CH3:11])([CH3:10])[P:3]1[C:12]1[CH:17]=[CH:16][CH:15]=[CH:14][C:13]=1[C:18]1[C:23]([CH:24]([CH3:26])[CH3:25])=[CH:22][C:21]([CH:27]([CH3:29])[CH3:28])=[CH:20][C:19]=1[CH:30]([CH3:32])[CH3:31].C(O)COCCO.O.NN.[OH-].[K+]. The catalyst is CCCCCCC.C(OCC)(=O)C. The product is [CH3:33][C:2]1([CH3:1])[CH2:8][CH2:7][CH2:6][CH2:5][C:4]([CH3:10])([CH3:11])[P:3]1[C:12]1[CH:17]=[CH:16][CH:15]=[CH:14][C:13]=1[C:18]1[C:19]([CH:30]([CH3:31])[CH3:32])=[CH:20][C:21]([CH:27]([CH3:29])[CH3:28])=[CH:22][C:23]=1[CH:24]([CH3:26])[CH3:25]. The yield is 0.790. (5) The reactants are C([N:8]1[CH2:13][CH2:12][CH:11]([N:14]2[CH2:19][CH2:18][O:17][CH2:16][C:15]2=[O:20])[CH2:10][CH2:9]1)C1C=CC=CC=1.ClC(CC(Cl)=O)C. The catalyst is C(Cl)CCl. The product is [NH:8]1[CH2:13][CH2:12][CH:11]([N:14]2[CH2:19][CH2:18][O:17][CH2:16][C:15]2=[O:20])[CH2:10][CH2:9]1. The yield is 0.530. (6) The reactants are [N:1]1([C:10](=[O:34])/[CH:11]=[CH:12]/[C@@H:13]([NH:18][C:19]([C@@H:21]2[CH2:26][CH2:25][CH2:24][CH2:23][N:22]2C(OC(C)(C)C)=O)=[O:20])[CH2:14][CH:15]([CH3:17])[CH3:16])[C:9]2[C:4](=[CH:5][CH:6]=[CH:7][CH:8]=2)[CH2:3][CH2:2]1.[C:35]([OH:41])([C:37]([F:40])([F:39])[F:38])=[O:36]. The catalyst is C(Cl)Cl. The product is [F:38][C:37]([F:40])([F:39])[C:35]([OH:41])=[O:36].[N:1]1([C:10](=[O:34])/[CH:11]=[CH:12]/[C@@H:13]([NH:18][C:19]([C@@H:21]2[CH2:26][CH2:25][CH2:24][CH2:23][NH:22]2)=[O:20])[CH2:14][CH:15]([CH3:17])[CH3:16])[C:9]2[C:4](=[CH:5][CH:6]=[CH:7][CH:8]=2)[CH2:3][CH2:2]1. The yield is 0.680. (7) The reactants are [CH:1]([C:4]1[CH:9]=[C:8]([O:10][CH3:11])[C:7]([C:12]([F:15])([F:14])[F:13])=[CH:6][C:5]=1S(C1C=CC(C)=CC=1)(=O)=O)([CH3:3])[CH3:2].[OH-:26].[Na+].Cl. The catalyst is CO.O. The product is [CH:1]([C:4]1[CH:9]=[C:8]([O:10][CH3:11])[C:7]([C:12]([F:15])([F:14])[F:13])=[CH:6][C:5]=1[OH:26])([CH3:3])[CH3:2]. The yield is 0.810. (8) The reactants are I[C:2]1[CH:7]=[CH:6][C:5]([CH:8]([CH3:17])[CH2:9][NH:10][S:11]([CH:14]([CH3:16])[CH3:15])(=[O:13])=[O:12])=[CH:4][CH:3]=1.[C:18]([OH:23])#[C:19][CH2:20][CH2:21][CH3:22].CCN(CC)CC. The catalyst is C1COCC1.CCOCC.Cl[Pd](Cl)([P](C1C=CC=CC=1)(C1C=CC=CC=1)C1C=CC=CC=1)[P](C1C=CC=CC=1)(C1C=CC=CC=1)C1C=CC=CC=1.[Cu]I. The product is [OH:23][CH2:18][CH2:19][CH2:20][C:21]#[C:22][C:2]1[CH:7]=[CH:6][C:5]([CH:8]([CH3:17])[CH2:9][NH:10][S:11]([CH:14]([CH3:16])[CH3:15])(=[O:13])=[O:12])=[CH:4][CH:3]=1. The yield is 0.720.